From a dataset of Retrosynthesis with 50K atom-mapped reactions and 10 reaction types from USPTO. Predict the reactants needed to synthesize the given product. (1) Given the product NS(=O)(=O)OCC1C[C@@H](c2ccc3c(N[C@H]4CCc5ccccc54)ncnn23)C[C@@H]1OC(=O)c1ccccc1, predict the reactants needed to synthesize it. The reactants are: NS(=O)(=O)Cl.O=C(O[C@H]1C[C@H](c2ccc3c(N[C@H]4CCc5ccccc54)ncnn23)CC1CO)c1ccccc1. (2) Given the product O=S(=O)(c1ccccc1)c1ccc(N2CCNCC2)cn1, predict the reactants needed to synthesize it. The reactants are: C1CNCCN1.O=S(=O)(c1ccccc1)c1ccc(Cl)cn1. (3) The reactants are: C[C@H](NC(=O)c1cccnc1NCCOc1ccc2c(c1)NC(=O)C2)c1ccc(F)c(F)c1.O=Cc1cnc[nH]1. Given the product C[C@H](NC(=O)c1cccnc1NCCOc1ccc2c(c1)NC(=O)/C2=C\c1cnc[nH]1)c1ccc(F)c(F)c1, predict the reactants needed to synthesize it. (4) The reactants are: Clc1ccc(-c2nc(NCCCN3CCNCC3)nc3ccccc23)cc1.O=C(Cl)c1cccc(OC(F)(F)F)c1. Given the product O=C(c1cccc(OC(F)(F)F)c1)N1CCN(CCCNc2nc(-c3ccc(Cl)cc3)c3ccccc3n2)CC1, predict the reactants needed to synthesize it. (5) Given the product C[C@H]1CCC[C@@](O)(CNC(=O)c2c(Cl)ccc3nc(N4CCC(O)CC4)ccc23)C1, predict the reactants needed to synthesize it. The reactants are: C[C@H]1CCC[C@@](O)(CNC(=O)c2c(Cl)ccc3nc(Cl)ccc23)C1.OC1CCNCC1. (6) The reactants are: BrC(Br)(Br)Br.CCOC(=O)C(Oc1ccc(CO)cc1)c1ccccc1. Given the product CCOC(=O)C(Oc1ccc(CBr)cc1)c1ccccc1, predict the reactants needed to synthesize it. (7) Given the product Cc1onc(-c2ccccc2)c1-c1ccnc(N)n1, predict the reactants needed to synthesize it. The reactants are: CC(=O)c1c(-c2ccccc2)noc1C.C[O-].N=C(N)N.